Predict the reactants needed to synthesize the given product. From a dataset of Full USPTO retrosynthesis dataset with 1.9M reactions from patents (1976-2016). (1) The reactants are: [CH3:1][O:2][C:3]1[CH:4]=[C:5]2[C:10](=[CH:11][C:12]=1[O:13][CH3:14])[N:9]=[CH:8][N:7]=[C:6]2[O:15][C:16]1[CH:22]=[CH:21][C:19]([NH2:20])=[CH:18][CH:17]=1.C1(C)C=CC=CC=1.C(N(CC)CC)C.ClC(Cl)(O[C:41](=[O:47])[O:42][C:43](Cl)(Cl)Cl)Cl.[F:49][C:50]1[CH:60]=[CH:59][C:53]([O:54][CH2:55][CH2:56]CO)=[CH:52][CH:51]=1. Given the product [CH3:1][O:2][C:3]1[CH:4]=[C:5]2[C:10](=[CH:11][C:12]=1[O:13][CH3:14])[N:9]=[CH:8][N:7]=[C:6]2[O:15][C:16]1[CH:22]=[CH:21][C:19]([NH:20][C:41](=[O:47])[O:42][CH2:43][CH2:56][CH2:55][O:54][C:53]2[CH:59]=[CH:60][C:50]([F:49])=[CH:51][CH:52]=2)=[CH:18][CH:17]=1, predict the reactants needed to synthesize it. (2) Given the product [CH2:15]([C@H:14]1[C@@H:10]([CH2:9][OH:8])[CH2:11][C:12](=[CH:17][C:18]([O:20][CH2:21][CH3:22])=[O:19])[CH2:13]1)[CH3:16], predict the reactants needed to synthesize it. The reactants are: [Si]([O:8][CH2:9][C@@H:10]1[C@H:14]([CH2:15][CH3:16])[CH2:13][C:12](=[CH:17][C:18]([O:20][CH2:21][CH3:22])=[O:19])[CH2:11]1)(C(C)(C)C)(C)C.CCCC[N+](CCCC)(CCCC)CCCC.[F-].CCOC(C)=O.O. (3) Given the product [CH3:28][CH:23]([CH3:24])[CH2:22][CH2:21][N:7]([C@H:1]1[CH2:2][CH2:3][C@H:4]([CH3:29])[CH2:5][CH2:6]1)[C:8](=[O:20])[NH:9][C:10]1[S:11][C:12]([S:15][CH2:16][CH2:17][C:47]([OH:50])=[O:46])=[CH:13][N:14]=1, predict the reactants needed to synthesize it. The reactants are: [CH:1]1([N:7]([CH2:21][CH2:22][C:23]2[CH:28]=CC=C[CH:24]=2)[C:8](=[O:20])[NH:9][C:10]2[S:11][C:12]([S:15][CH2:16][C:17](O)=O)=[CH:13][N:14]=2)[CH2:6][CH2:5][CH2:4][CH2:3][CH2:2]1.[CH:29](=O)CC(C)C.Cl.C[C@H]1CC[C@H](N)CC1.C([O:46][C:47](=[O:50])CC)C.Cl.CCN(C(C)C)C(C)C. (4) Given the product [NH:7]1[C:8]2[CH:9]=[CH:10][CH:11]=[C:3]([CH:2]=[O:1])[C:4]=2[CH:5]=[CH:6]1, predict the reactants needed to synthesize it. The reactants are: [OH:1][CH2:2][C:3]1[CH:11]=[CH:10][CH:9]=[C:8]2[C:4]=1[CH:5]=[CH:6][NH:7]2.C[N+]1([O-])CCOCC1. (5) Given the product [CH:5]1([CH2:4][O:6][C:7]2[CH:8]=[CH:9][C:10]([N+:17]([O-:19])=[O:18])=[C:11]([CH:16]=2)[C:12]([O:14][CH3:15])=[O:13])[CH2:3][CH2:2]1, predict the reactants needed to synthesize it. The reactants are: Br[CH2:2][CH:3]1[CH2:5][CH2:4]1.[OH:6][C:7]1[CH:8]=[CH:9][C:10]([N+:17]([O-:19])=[O:18])=[C:11]([CH:16]=1)[C:12]([O:14][CH3:15])=[O:13].C(=O)([O-])[O-].[K+].[K+]. (6) Given the product [C:1]([O:4][C@H:5]([C@H:9]1[O:14][CH2:13][CH2:12][N:11]([C:15]2[CH:16]=[C:17]3[C:21](=[CH:22][CH:23]=2)[CH2:20][N:19]([CH3:24])[C:18]3=[O:25])[C:10]1=[O:26])[C:6]([NH:27][C:28]1[CH:29]=[CH:30][C:31]([CH2:32][NH:33][C:34]([O:35][C:36]([CH3:39])([CH3:38])[CH3:37])=[O:40])=[CH:41][CH:42]=1)=[O:8])(=[O:3])[CH3:2], predict the reactants needed to synthesize it. The reactants are: [C:1]([O:4][C@H:5]([C@H:9]1[O:14][CH2:13][CH2:12][N:11]([C:15]2[CH:16]=[C:17]3[C:21](=[CH:22][CH:23]=2)[CH2:20][N:19]([CH3:24])[C:18]3=[O:25])[C:10]1=[O:26])[C:6]([OH:8])=O)(=[O:3])[CH3:2].[NH2:27][C:28]1[CH:42]=[CH:41][C:31]([CH2:32][NH:33][C:34](=[O:40])[O:35][C:36]([CH3:39])([CH3:38])[CH3:37])=[CH:30][CH:29]=1. (7) Given the product [F:25][CH:2]([F:1])[C:3]1[CH:8]=[CH:7][C:6]([C:9]2[N:14]=[CH:13][N:12]=[C:11]([CH2:15][NH:16][C:17]([C@@H:19]3[C@@H:23]([F:24])[CH2:22][CH2:21][N:20]3[S:40]([C:37]3[CH:38]=[CH:39][C:34]([F:33])=[CH:35][CH:36]=3)(=[O:42])=[O:41])=[O:18])[CH:10]=2)=[CH:5][CH:4]=1, predict the reactants needed to synthesize it. The reactants are: [F:1][CH:2]([F:25])[C:3]1[CH:8]=[CH:7][C:6]([C:9]2[N:14]=[CH:13][N:12]=[C:11]([CH2:15][NH:16][C:17]([C@@H:19]3[C@@H:23]([F:24])[CH2:22][CH2:21][NH:20]3)=[O:18])[CH:10]=2)=[CH:5][CH:4]=1.C(N(CC)CC)C.[F:33][C:34]1[CH:39]=[CH:38][C:37]([S:40](Cl)(=[O:42])=[O:41])=[CH:36][CH:35]=1.